This data is from Catalyst prediction with 721,799 reactions and 888 catalyst types from USPTO. The task is: Predict which catalyst facilitates the given reaction. (1) Reactant: [CH3:1][O:2][CH2:3][CH2:4][C:5]([OH:7])=O.CN(C(ON1N=NC2C=CC=NC1=2)=[N+](C)C)C.F[P-](F)(F)(F)(F)F.C(N(C(C)C)C(C)C)C.[O:41]1[CH2:46][CH2:45][O:44][CH2:43][CH:42]1[C:47]1[C:55]2[S:54][C:53]([NH2:56])=[N:52][C:51]=2[C:50]([O:57][CH3:58])=[CH:49][CH:48]=1. Product: [O:41]1[CH2:46][CH2:45][O:44][CH2:43][CH:42]1[C:47]1[C:55]2[S:54][C:53]([NH:56][C:5](=[O:7])[CH2:4][CH2:3][O:2][CH3:1])=[N:52][C:51]=2[C:50]([O:57][CH3:58])=[CH:49][CH:48]=1. The catalyst class is: 396. (2) Reactant: [Cl:1][C:2]1[CH:7]=[CH:6][C:5]([C:8]2[N:13]=[C:12]([C:14]([O:16]C)=[O:15])[CH:11]=[N:10][C:9]=2[O:18][C@@H:19]([CH3:24])[C:20]([F:23])([F:22])[F:21])=[CH:4][CH:3]=1.[Li+].[OH-].O. Product: [Cl:1][C:2]1[CH:7]=[CH:6][C:5]([C:8]2[N:13]=[C:12]([C:14]([OH:16])=[O:15])[CH:11]=[N:10][C:9]=2[O:18][C@@H:19]([CH3:24])[C:20]([F:22])([F:21])[F:23])=[CH:4][CH:3]=1. The catalyst class is: 7. (3) Reactant: [CH:1]1([NH2:6])[CH2:5][CH2:4][CH2:3][CH2:2]1.Cl[C:8]1[C:13]([N+:14]([O-:16])=[O:15])=[CH:12][CH:11]=[CH:10][N:9]=1. Product: [CH:1]1([NH:6][C:8]2[C:13]([N+:14]([O-:16])=[O:15])=[CH:12][CH:11]=[CH:10][N:9]=2)[CH2:5][CH2:4][CH2:3][CH2:2]1. The catalyst class is: 7. (4) Product: [CH2:11]([O:10][CH2:8][C:5]1[CH:4]=[CH:3][CH:2]=[CH:7][CH:6]=1)[C:12]1[CH:17]=[CH:16][CH:15]=[CH:14][CH:13]=1. Reactant: O[C:2]1[CH:7]=[CH:6][C:5]([C:8](=[O:10])C)=[CH:4][CH:3]=1.[CH2:11](Br)[C:12]1[CH:17]=[CH:16][CH:15]=[CH:14][CH:13]=1.C(=O)([O-])[O-].[K+].[K+].O. The catalyst class is: 372. (5) Reactant: [CH2:1]([S:3]([N:6]1[CH2:11][CH2:10][CH:9]([C:12]2[C:20]3[C:15](=[C:16]([C:30]([NH2:32])=[O:31])[CH:17]=[C:18](B4OC(C)(C)C(C)(C)O4)[CH:19]=3)[NH:14][CH:13]=2)[CH2:8][CH2:7]1)(=[O:5])=[O:4])[CH3:2].Br[C:34]1[CH:35]=[C:36]([CH:39]=[O:40])[O:37][CH:38]=1.C(=O)([O-])[O-].[K+].[K+]. Product: [CH2:1]([S:3]([N:6]1[CH2:11][CH2:10][CH:9]([C:12]2[C:20]3[C:15](=[C:16]([C:30]([NH2:32])=[O:31])[CH:17]=[C:18]([C:34]4[CH:35]=[C:36]([CH:39]=[O:40])[O:37][CH:38]=4)[CH:19]=3)[NH:14][CH:13]=2)[CH2:8][CH2:7]1)(=[O:5])=[O:4])[CH3:2]. The catalyst class is: 70.